This data is from Catalyst prediction with 721,799 reactions and 888 catalyst types from USPTO. The task is: Predict which catalyst facilitates the given reaction. Reactant: [CH:1]([N:4]([CH:16]([CH3:18])[CH3:17])[C:5](=[O:15])[CH2:6][CH:7]([C:9]1[CH:14]=[CH:13][CH:12]=[CH:11][CH:10]=1)O)([CH3:3])[CH3:2].[CH:19]1[C:24]([OH:25])=[CH:23][CH:22]=[C:21]([CH3:26])[CH:20]=1.[OH-].[Na+]. Product: [OH:25][C:24]1[CH:23]=[CH:22][C:21]([CH3:26])=[CH:20][C:19]=1[CH:7]([C:9]1[CH:10]=[CH:11][CH:12]=[CH:13][CH:14]=1)[CH2:6][C:5]([N:4]([CH:16]([CH3:18])[CH3:17])[CH:1]([CH3:2])[CH3:3])=[O:15]. The catalyst class is: 11.